Task: Predict which catalyst facilitates the given reaction.. Dataset: Catalyst prediction with 721,799 reactions and 888 catalyst types from USPTO (1) Reactant: [Cl:1][C:2]1[CH:8]=[C:7]([O:9][C:10]2[C:19]3[C:14](=[CH:15][C:16]([O:22][CH3:23])=[C:17]([O:20][CH3:21])[CH:18]=3)[N:13]=[CH:12][CH:11]=2)[CH:6]=[CH:5][C:3]=1[NH2:4].[C:24]1([N:34]=[C:35]=[O:36])[C:33]2[C:28](=[CH:29][CH:30]=[CH:31][CH:32]=2)[CH:27]=[CH:26][CH:25]=1.CO. Product: [Cl:1][C:2]1[CH:8]=[C:7]([O:9][C:10]2[C:19]3[C:14](=[CH:15][C:16]([O:22][CH3:23])=[C:17]([O:20][CH3:21])[CH:18]=3)[N:13]=[CH:12][CH:11]=2)[CH:6]=[CH:5][C:3]=1[NH:4][C:35]([NH:34][C:24]1[C:33]2[C:28](=[CH:29][CH:30]=[CH:31][CH:32]=2)[CH:27]=[CH:26][CH:25]=1)=[O:36]. The catalyst class is: 22. (2) Reactant: [N:1]1[CH:6]=[CH:5][C:4]([CH2:7][NH2:8])=[CH:3][CH:2]=1.[C:9](OC(=O)C)(=[O:11])[CH3:10].[I:16][CH3:17]. Product: [I-:16].[NH:8]([CH2:7][C:4]1[CH:5]=[CH:6][N+:1]([CH3:17])=[CH:2][CH:3]=1)[C:9]([CH3:10])=[O:11]. The catalyst class is: 5. (3) Reactant: F[C:2]1[CH:7]=[CH:6][C:5]([I:8])=[CH:4][C:3]=1[N+:9]([O-:11])=[O:10].[OH:12][CH2:13][C:14]1([CH2:17][OH:18])[CH2:16][CH2:15]1.C([O-])([O-])=O.[K+].[K+]. Product: [I:8][C:5]1[CH:6]=[CH:7][C:2]([O:12][CH2:13][C:14]2([CH2:17][OH:18])[CH2:16][CH2:15]2)=[C:3]([N+:9]([O-:11])=[O:10])[CH:4]=1. The catalyst class is: 3. (4) Reactant: [CH3:1][O:2][C:3]1[CH:8]=[CH:7][CH:6]=[C:5]([NH2:9])[CH:4]=1.Cl[C:11]1[N:16]=[C:15]([Cl:17])[N:14]=[C:13]2[N:18]([CH3:21])[N:19]=[CH:20][C:12]=12.C(N(CC)CC)C.CCOCC. Product: [Cl:17][C:15]1[N:14]=[C:13]2[N:18]([CH3:21])[N:19]=[CH:20][C:12]2=[C:11]([NH:9][C:5]2[CH:6]=[CH:7][CH:8]=[C:3]([O:2][CH3:1])[CH:4]=2)[N:16]=1. The catalyst class is: 8. (5) Reactant: [Br:1][C:2]1[C:3]([NH2:10])=[C:4]([NH2:9])[C:5]([Br:8])=[CH:6][CH:7]=1.[N+:11]([C:14]1[CH:19]=[CH:18][CH:17]=[CH:16][CH:15]=1)([O-])=O.[OH-].[Na+]. Product: [Br:1][C:2]1[C:3]([N:10]=[N:11][C:14]2[CH:19]=[CH:18][CH:17]=[CH:16][CH:15]=2)=[C:4]([NH2:9])[C:5]([Br:8])=[CH:6][CH:7]=1. The catalyst class is: 4. (6) Reactant: I[C:2]1[N:7]2[N:8]=[C:9]([S:19][CH3:20])[C:10]([NH:11][C:12](=[O:18])[O:13][C:14]([CH3:17])([CH3:16])[CH3:15])=[C:6]2[CH:5]=[CH:4][CH:3]=1.[CH3:21][C:22]1[CH:27]=[C:26]([CH3:28])[C:25](OB(O)O)=[C:24]([O:33][CH3:34])[CH:23]=1.O.O.O.O.O.O.O.O.[OH-].[Ba+2].[OH-].C(OCC)(=O)C. Product: [CH3:34][O:33][C:24]1[CH:25]=[C:26]([CH3:28])[CH:27]=[C:22]([CH3:21])[C:23]=1[C:2]1[N:7]2[N:8]=[C:9]([S:19][CH3:20])[C:10]([NH:11][C:12](=[O:18])[O:13][C:14]([CH3:17])([CH3:16])[CH3:15])=[C:6]2[CH:5]=[CH:4][CH:3]=1. The catalyst class is: 149. (7) Reactant: Br[CH2:2][C:3]1[C:7]([C:8]([O:10][CH3:11])=[O:9])=[CH:6][N:5]([CH3:12])[N:4]=1.C(=O)([O-])[O-].[K+].[K+].O1CCOCC1.[C:25]1(B(O)O)[CH:30]=[CH:29][CH:28]=[CH:27][CH:26]=1. Product: [CH2:2]([C:3]1[C:7]([C:8]([O:10][CH3:11])=[O:9])=[CH:6][N:5]([CH3:12])[N:4]=1)[C:25]1[CH:30]=[CH:29][CH:28]=[CH:27][CH:26]=1. The catalyst class is: 6. (8) Reactant: C([O:3][C:4](=[O:18])[CH:5]=[C:6]([CH3:17])[CH:7]=[CH:8][C:9]1[CH:14]=[CH:13][C:12]([Cl:15])=[CH:11][C:10]=1[Cl:16])C.CO.[OH-].[Na+].Cl. Product: [Cl:16][C:10]1[CH:11]=[C:12]([Cl:15])[CH:13]=[CH:14][C:9]=1[CH:8]=[CH:7][C:6]([CH3:17])=[CH:5][C:4]([OH:18])=[O:3]. The catalyst class is: 20. (9) Reactant: [NH2:1][C:2]1[CH:21]=[CH:20][C:5]([O:6][C:7]2[CH:12]=[CH:11][N:10]=[C:9]([NH:13][C:14]3[CH:19]=[CH:18][CH:17]=[CH:16][CH:15]=3)[CH:8]=2)=[C:4]([F:22])[C:3]=1[F:23].[C:24]([C:28]1[CH:29]=[C:30]([NH:40][C:41](OC2C=CC=CC=2)=[O:42])[C:31]([O:38][CH3:39])=[C:32]([CH:37]=1)[C:33]([O:35][CH3:36])=[O:34])([CH3:27])([CH3:26])[CH3:25].CCN(CC)CC. Product: [C:24]([C:28]1[CH:29]=[C:30]([NH:40][C:41]([NH:1][C:2]2[CH:21]=[CH:20][C:5]([O:6][C:7]3[CH:12]=[CH:11][N:10]=[C:9]([NH:13][C:14]4[CH:19]=[CH:18][CH:17]=[CH:16][CH:15]=4)[CH:8]=3)=[C:4]([F:22])[C:3]=2[F:23])=[O:42])[C:31]([O:38][CH3:39])=[C:32]([CH:37]=1)[C:33]([O:35][CH3:36])=[O:34])([CH3:27])([CH3:25])[CH3:26]. The catalyst class is: 480. (10) Reactant: [CH3:1][C:2]1[CH:6]=[CH:5][CH2:4][CH:3]=1.[CH3:7][C:8]([CH3:10])=O.N1CCCC1.OP(O)(O)=O. Product: [CH3:1][C:2]1[CH:3]=[CH:4][C:5](=[C:8]([CH3:10])[CH3:7])[CH:6]=1. The catalyst class is: 8.